From a dataset of Full USPTO retrosynthesis dataset with 1.9M reactions from patents (1976-2016). Predict the reactants needed to synthesize the given product. (1) Given the product [CH2:2]([O:3][C:4](=[O:23])[CH2:5][C:9]([C@@H:11]1[CH2:15][CH2:14][CH2:13][N:12]1[C:16]([O:18][C:19]([CH3:22])([CH3:21])[CH3:20])=[O:17])=[O:10])[CH3:1], predict the reactants needed to synthesize it. The reactants are: [CH3:1][C:2]1(C)OC(=O)[CH:5]([C:9]([C@@H:11]2[CH2:15][CH2:14][CH2:13][N:12]2[C:16]([O:18][C:19]([CH3:22])([CH3:21])[CH3:20])=[O:17])=[O:10])[C:4](=[O:23])[O:3]1. (2) Given the product [CH3:30][C:2]1([CH2:3][C@@:4]2([C:24]3[CH:25]=[CH:26][CH:27]=[CH:28][CH:29]=3)[O:9][C:8](=[O:10])[N:7]([C@H:11]3[CH2:16][CH2:15][CH2:14][N:13]([C:17]([O:19][C:20]([CH3:21])([CH3:22])[CH3:23])=[O:18])[CH2:12]3)[CH2:6][CH2:5]2)[CH2:1][O:39]1, predict the reactants needed to synthesize it. The reactants are: [CH3:1][C:2](=[CH2:30])[CH2:3][C@@:4]1([C:24]2[CH:29]=[CH:28][CH:27]=[CH:26][CH:25]=2)[O:9][C:8](=[O:10])[N:7]([C@H:11]2[CH2:16][CH2:15][CH2:14][N:13]([C:17]([O:19][C:20]([CH3:23])([CH3:22])[CH3:21])=[O:18])[CH2:12]2)[CH2:6][CH2:5]1.C1C=C(Cl)C=C(C(OO)=[O:39])C=1. (3) Given the product [O:6]([C:7]1[CH:12]=[N:11][CH:10]=[C:9]2[S:13][C:14]([C:16]([OH:25])=[O:17])=[CH:15][C:8]=12)[C:5]1[CH:19]=[CH:20][CH:2]=[CH:3][CH:4]=1, predict the reactants needed to synthesize it. The reactants are: I[C:2]1[CH:20]=[CH:19][C:5]([O:6][C:7]2[CH:12]=[N:11][CH:10]=[C:9]3[S:13][C:14]([C:16](N)=[O:17])=[CH:15][C:8]=23)=[CH:4][CH:3]=1.[H][H].CC[O:25]C(C)=O. (4) Given the product [CH:31]1([NH:30][N:21]2[C:22]3[C:27](=[CH:26][CH:25]=[CH:24][CH:23]=3)[C:28]([OH:29])=[C:19]([C:14]3[NH:13][C:12]4[CH:37]=[CH:38][C:9]([OH:8])=[CH:10][C:11]=4[S:16](=[O:17])(=[O:18])[N:15]=3)[C:20]2=[O:36])[CH2:32][CH2:33][CH2:34][CH2:35]1, predict the reactants needed to synthesize it. The reactants are: C([O:8][C:9]1[CH:38]=[CH:37][C:12]2[NH:13][C:14]([C:19]3[C:20](=[O:36])[N:21]([NH:30][CH:31]4[CH2:35][CH2:34][CH2:33][CH2:32]4)[C:22]4[C:27]([C:28]=3[OH:29])=[CH:26][CH:25]=[CH:24][CH:23]=4)=[N:15][S:16](=[O:18])(=[O:17])[C:11]=2[CH:10]=1)C1C=CC=CC=1.C([O-])=O.[NH4+]. (5) The reactants are: C(=O)([O-])[O-].[Cs+].[Cs+].[CH2:7](I)[CH2:8][CH3:9].[Br:11][C:12]1[N:13]=[C:14]([C:21]([C:23]2[CH:24]=[C:25]3[C:30](=[CH:31][CH:32]=2)[NH:29][C:28](=[O:33])[N:27]([CH2:34][CH2:35][O:36][C:37]2[CH:42]=[CH:41][C:40]([F:43])=[CH:39][CH:38]=2)[C:26]3=[O:44])=[O:22])[N:15]2[CH:20]=[CH:19][CH:18]=[CH:17][C:16]=12. Given the product [Br:11][C:12]1[N:13]=[C:14]([C:21]([C:23]2[CH:24]=[C:25]3[C:30](=[CH:31][CH:32]=2)[N:29]([CH2:7][CH2:8][CH3:9])[C:28](=[O:33])[N:27]([CH2:34][CH2:35][O:36][C:37]2[CH:38]=[CH:39][C:40]([F:43])=[CH:41][CH:42]=2)[C:26]3=[O:44])=[O:22])[N:15]2[CH:20]=[CH:19][CH:18]=[CH:17][C:16]=12, predict the reactants needed to synthesize it. (6) Given the product [CH3:1][N:2]([CH3:23])[CH2:3][CH2:4][NH:5][C:6](=[O:7])[C:8]([OH:24])([CH3:22])[CH2:17][CH2:16][C:15]1[C:10](=[O:9])[C:11]([CH3:21])=[C:12]([CH3:20])[C:13](=[O:19])[C:14]=1[CH3:18], predict the reactants needed to synthesize it. The reactants are: [CH3:1][N:2]([CH3:23])[CH2:3][CH2:4][NH:5][C:6]([C:8]1([CH3:22])[CH2:17][CH2:16][C:15]2[C:10](=[C:11]([CH3:21])[C:12]([CH3:20])=[C:13]([OH:19])[C:14]=2[CH3:18])[O:9]1)=[O:7].[O:24]=[N+]([O-])[O-].[O-][N+](=O)[O-].[O-][N+](=O)[O-].[O-][N+](=O)[O-].[O-][N+](=O)[O-].[O-][N+](=O)[O-].[Ce+4].[NH4+].[NH4+].C([O-])(O)=O.[Na+]. (7) Given the product [C:9]1([C@H:21]2[C@H:21]([C:15]3[CH:16]=[CH:17][C:18]([Cl:20])=[CH:19][C:14]=3[Cl:13])[C:22](=[O:23])[NH:24][C:22]2=[O:23])[C:3]2=[C:4]3[C:5](=[CH:6][CH:7]=[CH:2]2)[CH2:19][CH2:14][CH2:15][N:12]3[CH:10]=1, predict the reactants needed to synthesize it. The reactants are: Cl[C:2]1[CH:7]=[C:6](F)[CH:5]=[CH:4][C:3]=1[CH2:9][C:10]([NH2:12])=O.[Cl:13][C:14]1[CH:19]=[C:18]([Cl:20])[CH:17]=[CH:16][C:15]=1[CH2:21][C:22]([NH2:24])=[O:23].